This data is from Forward reaction prediction with 1.9M reactions from USPTO patents (1976-2016). The task is: Predict the product of the given reaction. (1) Given the reactants [CH3:1][S:2]([CH2:5][C:6]1[CH:11]=[CH:10][CH:9]=[C:8]([N+:12]([O-])=O)[CH:7]=1)(=[O:4])=[O:3].[OH-].[Na+], predict the reaction product. The product is: [CH3:1][S:2]([CH2:5][C:6]1[CH:7]=[C:8]([CH:9]=[CH:10][CH:11]=1)[NH2:12])(=[O:3])=[O:4]. (2) Given the reactants [Cl:1][C:2]1[N:7]=[C:6]([S:8]([CH3:11])(=O)=O)[N:5]=[C:4]([NH:12][C:13]2[NH:17][N:16]=[C:15]([CH3:18])[CH:14]=2)[CH:3]=1.[CH3:19][C:20]1[CH:29]=[CH:28][C:27]2[C:22](=[CH:23][CH:24]=C(S)[CH:26]=2)[N:21]=1, predict the reaction product. The product is: [CH3:19][C:20]1[CH:29]=[CH:28][C:27]2[C:22](=[CH:23][CH:24]=[C:11]([S:8][C:6]3[N:5]=[C:4]([NH:12][C:13]4[NH:17][N:16]=[C:15]([CH3:18])[CH:14]=4)[CH:3]=[C:2]([Cl:1])[N:7]=3)[CH:26]=2)[N:21]=1. (3) Given the reactants C(OC([N:8]1[CH2:13][CH2:12][CH:11]([N:14]([C:19]2[CH:24]=[CH:23][CH:22]=[CH:21][CH:20]=2)[C:15]([NH:17][CH3:18])=[S:16])[CH2:10][CH2:9]1)=O)(C)(C)C.FC(F)(F)C(O)=O, predict the reaction product. The product is: [CH3:18][NH:17][C:15](=[S:16])[N:14]([CH:11]1[CH2:12][CH2:13][NH:8][CH2:9][CH2:10]1)[C:19]1[CH:24]=[CH:23][CH:22]=[CH:21][CH:20]=1. (4) The product is: [CH3:17][NH:16][S:13]([C:10]1[CH:11]=[C:12]2[C:7]([C:6]([CH3:19])([CH3:18])[CH2:5][NH:4]2)=[CH:8][CH:9]=1)(=[O:15])=[O:14]. Given the reactants C([N:4]1[C:12]2[C:7](=[CH:8][CH:9]=[C:10]([S:13]([NH:16][CH3:17])(=[O:15])=[O:14])[CH:11]=2)[C:6]([CH3:19])([CH3:18])[CH2:5]1)(=O)C.Cl, predict the reaction product. (5) Given the reactants S(Cl)(Cl)=O.C(O)(=O)CCCCCCCCCCCCC.C(Cl)(=O)CCCCCCCCCCCCC.[C:37]([N:52]=[C:53]=[S:54])(=[O:51])[CH2:38][CH2:39][CH2:40][CH2:41][CH2:42][CH2:43][CH2:44][CH2:45][CH2:46][CH2:47][CH2:48][CH2:49][CH3:50].[CH3:55][O:56][C:57]1[CH:58]=[C:59]2[C:64](=[CH:65][C:66]=1[O:67][CH3:68])[N:63]=[CH:62][CH:61]=[C:60]2[O:69][C:70]1[CH:76]=[CH:75][C:73]([NH2:74])=[CH:72][CH:71]=1, predict the reaction product. The product is: [CH3:55][O:56][C:57]1[CH:58]=[C:59]2[C:64](=[CH:65][C:66]=1[O:67][CH3:68])[N:63]=[CH:62][CH:61]=[C:60]2[O:69][C:70]1[CH:71]=[CH:72][C:73]([NH:74][C:53]([NH:52][C:37](=[O:51])[CH2:38][CH2:39][CH2:40][CH2:41][CH2:42][CH2:43][CH2:44][CH2:45][CH2:46][CH2:47][CH2:48][CH2:49][CH3:50])=[S:54])=[CH:75][CH:76]=1. (6) Given the reactants Br[C:2]1[O:6][C:5]([CH2:7][C:8]([O:10][CH3:11])=[O:9])=[C:4]([C:12]([O:14][CH3:15])=[O:13])[CH:3]=1.[Cl:16][C:17]1[CH:22]=[CH:21][C:20](B(O)O)=[CH:19][CH:18]=1.C(=O)([O-])[O-].[K+].[K+].C1(C)C=CC=CC=1, predict the reaction product. The product is: [Cl:16][C:17]1[CH:22]=[CH:21][C:20]([C:2]2[O:6][C:5]([CH2:7][C:8]([O:10][CH3:11])=[O:9])=[C:4]([C:12]([O:14][CH3:15])=[O:13])[CH:3]=2)=[CH:19][CH:18]=1. (7) Given the reactants [C:1]([Si:5]([O:8]/[C:9](/[C:12]1[CH:17]=[CH:16][CH:15]=[C:14](Cl)[CH:13]=1)=[CH:10]\[CH3:11])([CH3:7])[CH3:6])([CH3:4])([CH3:3])[CH3:2].[C:19]1(C(=O)CC)[C:28]2[C:19](=[CH:20][CH:21]=CC=2)[CH:28]=[CH:21][CH:20]=1.[Si](OS(C(F)(F)F)(=O)=O)(C(C)(C)C)(C)C.CCN(CC)CC, predict the reaction product. The product is: [C:1]([Si:5]([CH3:7])([CH3:6])[O:8]/[C:9](/[C:12]1[C:13]2[C:14](=[CH:28][CH:19]=[CH:20][CH:21]=2)[CH:15]=[CH:16][CH:17]=1)=[CH:10]\[CH3:11])([CH3:4])([CH3:3])[CH3:2]. (8) Given the reactants [CH3:1][O:2][C:3](=[O:14])[C:4]1[CH:9]=[CH:8][C:7]([CH3:10])=[CH:6][C:5]=1[CH2:11][CH:12]=C.C[N+]1([O-])CC[O:19]CC1, predict the reaction product. The product is: [CH3:1][O:2][C:3](=[O:14])[C:4]1[CH:9]=[CH:8][C:7]([CH3:10])=[CH:6][C:5]=1[CH2:11][CH:12]=[O:19]. (9) Given the reactants [C:1]([NH:11][C@@H:12]([C:16]([OH:18])=O)[CH:13]([CH3:15])[CH3:14])([O:3][CH2:4][C:5]1[CH:10]=[CH:9][CH:8]=[CH:7][CH:6]=1)=[O:2].CN1CCOCC1.[NH2:26][CH2:27][CH:28]([O:31][CH3:32])[O:29][CH3:30], predict the reaction product. The product is: [CH3:30][O:29][CH:28]([O:31][CH3:32])[CH2:27][NH:26][C:16](=[O:18])[C@H:12]([NH:11][C:1](=[O:2])[O:3][CH2:4][C:5]1[CH:6]=[CH:7][CH:8]=[CH:9][CH:10]=1)[CH:13]([CH3:14])[CH3:15]. (10) Given the reactants [F:1][C:2]1[CH:25]=[CH:24][C:5]([O:6][CH2:7][C:8]2[N:9]=[C:10]3[S:17][C:16]([CH3:18])=[C:15]([CH2:19][C:20](OC)=[O:21])[N:11]3[C:12](=[O:14])[CH:13]=2)=[CH:4][CH:3]=1.[CH3:26][NH2:27], predict the reaction product. The product is: [F:1][C:2]1[CH:3]=[CH:4][C:5]([O:6][CH2:7][C:8]2[N:9]=[C:10]3[S:17][C:16]([CH3:18])=[C:15]([CH2:19][C:20]([NH:27][CH3:26])=[O:21])[N:11]3[C:12](=[O:14])[CH:13]=2)=[CH:24][CH:25]=1.